This data is from Reaction yield outcomes from USPTO patents with 853,638 reactions. The task is: Predict the reaction yield, written as a fraction of the theoretical maximum amount of product (1.0 means a 100% yield; for example, 0.34 means a 34% yield). The catalyst is O.C(#N)C. The product is [Cl:6][C:7]1[CH:8]=[CH:9][C:10]([S:14][CH3:15])=[C:11]([I:20])[CH:13]=1. The yield is 0.770. The reactants are S(=O)(=O)(O)O.[Cl:6][C:7]1[CH:8]=[CH:9][C:10]([S:14][CH3:15])=[C:11]([CH:13]=1)N.N([O-])=O.[Na+].[I-:20].[K+].